This data is from NCI-60 drug combinations with 297,098 pairs across 59 cell lines. The task is: Regression. Given two drug SMILES strings and cell line genomic features, predict the synergy score measuring deviation from expected non-interaction effect. Drug 1: C1=CC=C(C=C1)NC(=O)CCCCCCC(=O)NO. Drug 2: CC(C)CN1C=NC2=C1C3=CC=CC=C3N=C2N. Cell line: HT29. Synergy scores: CSS=-0.382, Synergy_ZIP=-3.67, Synergy_Bliss=-3.66, Synergy_Loewe=-7.75, Synergy_HSA=-6.14.